Dataset: Full USPTO retrosynthesis dataset with 1.9M reactions from patents (1976-2016). Task: Predict the reactants needed to synthesize the given product. (1) Given the product [Br:1][C:2]1[C:7]2[S:8][C:9]3[C:14]([Si:22]([CH3:25])([CH3:24])[CH3:23])=[CH:13][CH:12]=[CH:11][C:10]=3[C:6]=2[CH:5]=[CH:4][CH:3]=1, predict the reactants needed to synthesize it. The reactants are: [Br:1][C:2]1[C:7]2[S:8][C:9]3[C:14](Br)=[CH:13][CH:12]=[CH:11][C:10]=3[C:6]=2[CH:5]=[CH:4][CH:3]=1.C([Li])CCC.Cl[Si:22]([CH3:25])([CH3:24])[CH3:23]. (2) Given the product [C:1]([O:5][C:14]([CH:11]1[CH2:13][CH2:12]1)=[O:15])([CH3:4])([CH3:3])[CH3:2], predict the reactants needed to synthesize it. The reactants are: [C:1]([OH:5])([CH3:4])([CH3:3])[CH3:2].C([Li])CCC.[CH:11]1([C:14](Cl)=[O:15])[CH2:13][CH2:12]1.O. (3) Given the product [CH3:34][O:33][CH2:32][CH2:25][CH2:26][CH2:27][N:1]1[C:9]2[C:4](=[CH:5][CH:6]=[CH:7][CH:8]=2)[C:3]2([C:21]3[C:12](=[CH:13][C:14]4[CH2:51][O:50][CH2:49][O:16][C:15]=4[CH:20]=3)[O:11][CH2:10]2)[C:2]1=[O:22], predict the reactants needed to synthesize it. The reactants are: [NH:1]1[C:9]2[C:4](=[CH:5][CH:6]=[CH:7][CH:8]=2)[C:3]2([C:21]3[C:12](=[CH:13][C:14]4OCC[O:16][C:15]=4[CH:20]=3)[O:11][CH2:10]2)[C:2]1=[O:22].N1C2[C:26](=[CH:27]C=CC=2)[C@@:25]2(C3[C:34](=CC4OCCOC=4C=3)[O:33][CH2:32]2)C1=O.BrCCC[CH2:49][O:50][CH3:51].BrCCCCC. (4) Given the product [CH3:28][S:25]([N:22]1[CH2:21][CH:20]=[C:19]([C:17]2[CH:18]=[C:13]3[CH2:12][C@H:11]([CH:8]4[CH2:9][CH2:10][N:5]([C:3]5[N:4]=[C:30]([CH2:31][CH2:32][CH3:33])[O:1][N:2]=5)[CH2:6][CH2:7]4)[O:29][C:14]3=[CH:15][N:16]=2)[CH2:24][CH2:23]1)(=[O:27])=[O:26], predict the reactants needed to synthesize it. The reactants are: [OH:1][NH:2][C:3]([N:5]1[CH2:10][CH2:9][CH:8]([C@@H:11]2[O:29][C:14]3=[CH:15][N:16]=[C:17]([C:19]4[CH2:20][CH2:21][N:22]([S:25]([CH3:28])(=[O:27])=[O:26])[CH2:23][CH:24]=4)[CH:18]=[C:13]3[CH2:12]2)[CH2:7][CH2:6]1)=[NH:4].[C:30](O[C:30](=O)[CH2:31][CH2:32][CH3:33])(=O)[CH2:31][CH2:32][CH3:33]. (5) Given the product [OH:1][C:2]([CH3:29])([CH3:28])[C:3]#[C:4][C:5]1[CH:27]=[N:26][C:8]2[NH:9][C:10]3[CH:15]=[N:14][C:13]([C:16]#[N:17])=[CH:12][C:11]=3[C:7]=2[CH:6]=1, predict the reactants needed to synthesize it. The reactants are: [OH:1][C:2]([CH3:29])([CH3:28])[C:3]#[C:4][C:5]1[CH:27]=[N:26][C:8]2[N:9](COCC[Si](C)(C)C)[C:10]3[CH:15]=[N:14][C:13]([C:16]#[N:17])=[CH:12][C:11]=3[C:7]=2[CH:6]=1.CCCC[N+](CCCC)(CCCC)CCCC.[F-].